Predict the reaction yield, written as a fraction of the theoretical maximum amount of product (1.0 means a 100% yield; for example, 0.34 means a 34% yield). From a dataset of Reaction yield outcomes from USPTO patents with 853,638 reactions. (1) The reactants are C[O-].[Na+].[NH:4]1[C:12]2[C:7](=[CH:8][C:9]([NH:13][S:14]([C:17]3[C:26]4[C:21](=[CH:22][CH:23]=[CH:24][CH:25]=4)[CH:20]=[CH:19][CH:18]=3)(=[O:16])=[O:15])=[CH:10][CH:11]=2)[CH:6]=[CH:5]1.[CH3:27][N:28]1[CH2:33][CH2:32][C:31](=O)[CH2:30][CH2:29]1. The catalyst is CO. The product is [CH3:27][N:28]1[CH2:29][CH:30]=[C:31]([C:6]2[C:7]3[C:12](=[CH:11][CH:10]=[C:9]([NH:13][S:14]([C:17]4[C:26]5[C:21](=[CH:22][CH:23]=[CH:24][CH:25]=5)[CH:20]=[CH:19][CH:18]=4)(=[O:15])=[O:16])[CH:8]=3)[NH:4][CH:5]=2)[CH2:32][CH2:33]1. The yield is 0.520. (2) The reactants are [CH:1]1([N:7]=[C:8]=[O:9])[CH2:6][CH2:5][CH2:4][CH2:3][CH2:2]1.[N:10]1[C:15]2[CH2:16][NH:17][CH2:18][C:14]=2[C:13]([NH:19][C:20]2[CH:21]=[N:22][C:23]3[C:28]([CH:29]=2)=[CH:27][CH:26]=[CH:25][CH:24]=3)=[N:12][CH:11]=1.CN1CCCC1=O. No catalyst specified. The product is [CH:1]1([NH:7][C:8]([N:17]2[CH2:18][C:14]3[C:13]([NH:19][C:20]4[CH:21]=[N:22][C:23]5[C:28]([CH:29]=4)=[CH:27][CH:26]=[CH:25][CH:24]=5)=[N:12][CH:11]=[N:10][C:15]=3[CH2:16]2)=[O:9])[CH2:6][CH2:5][CH2:4][CH2:3][CH2:2]1. The yield is 0.520. (3) The reactants are [I:1][C:2]1[CH:3]=[N:4][NH:5][CH:6]=1.CS(O[CH:12]1[CH2:27][CH2:26][C:15]2([CH2:18][N:17]([C:19]([O:21][C:22]([CH3:25])([CH3:24])[CH3:23])=[O:20])[CH2:16]2)[CH2:14][CH2:13]1)(=O)=O.C([O-])([O-])=O.[Cs+].[Cs+]. The catalyst is CN(C=O)C. The product is [I:1][C:2]1[CH:3]=[N:4][N:5]([CH:12]2[CH2:27][CH2:26][C:15]3([CH2:18][N:17]([C:19]([O:21][C:22]([CH3:23])([CH3:24])[CH3:25])=[O:20])[CH2:16]3)[CH2:14][CH2:13]2)[CH:6]=1. The yield is 0.810. (4) The reactants are Cl[C:2]1[C:11]([C:12]([F:15])([F:14])[F:13])=[CH:10][C:9]2[C:4](=[CH:5][CH:6]=[C:7]([O:16][CH3:17])[CH:8]=2)[N:3]=1.[CH3:18][O:19][C:20]([CH:22]1[CH2:27][CH2:26][NH:25][CH2:24][CH2:23]1)=[O:21].CCN(CC)CC. The catalyst is CC(O)C.O. The product is [CH3:17][O:16][C:7]1[CH:8]=[C:9]2[C:4](=[CH:5][CH:6]=1)[N:3]=[C:2]([N:25]1[CH2:26][CH2:27][CH:22]([C:20]([O:19][CH3:18])=[O:21])[CH2:23][CH2:24]1)[C:11]([C:12]([F:15])([F:14])[F:13])=[CH:10]2. The yield is 0.430. (5) The reactants are COC([C:5]1[C:9](=[O:10])[O:8][CH2:7][C:6]=1O)=O.[Cl:12][C:13]1[N:18]=[CH:17][C:16]([CH2:19][NH:20][CH2:21][CH:22]([F:24])[F:23])=[CH:15][CH:14]=1.S([O-])(O)(=O)=O.[K+].O. The catalyst is C(#N)CCC.ClCCl. The product is [Cl:12][C:13]1[N:18]=[CH:17][C:16]([CH2:19][N:20]([CH2:21][CH:22]([F:24])[F:23])[C:6]2[CH2:7][O:8][C:9](=[O:10])[CH:5]=2)=[CH:15][CH:14]=1. The yield is 0.940. (6) The reactants are [N+:1]([C:4]1[CH:9]=[CH:8][C:7]([N:10]=[C:11]=S)=[CH:6][CH:5]=1)([O-:3])=[O:2].[C:13]([O:17][C:18](=[O:44])[NH:19][CH2:20][CH2:21][CH2:22][NH:23][C:24]1[CH:29]=[C:28]([C:30]([N:32]([CH2:38][CH2:39][CH:40]([CH3:42])[CH3:41])[CH2:33][CH2:34][CH:35]([CH3:37])[CH3:36])=[O:31])[CH:27]=[CH:26][C:25]=1[NH2:43])([CH3:16])([CH3:15])[CH3:14]. The catalyst is O1CCCC1. The product is [CH3:41][CH:40]([CH3:42])[CH2:39][CH2:38][N:32]([CH2:33][CH2:34][CH:35]([CH3:37])[CH3:36])[C:30]([C:28]1[CH:27]=[CH:26][C:25]2[N:43]=[C:11]([NH:10][C:7]3[CH:8]=[CH:9][C:4]([N+:1]([O-:3])=[O:2])=[CH:5][CH:6]=3)[N:23]([CH2:22][CH2:21][CH2:20][NH:19][C:18](=[O:44])[O:17][C:13]([CH3:16])([CH3:14])[CH3:15])[C:24]=2[CH:29]=1)=[O:31]. The yield is 0.880.